From a dataset of Catalyst prediction with 721,799 reactions and 888 catalyst types from USPTO. Predict which catalyst facilitates the given reaction. (1) Reactant: Cl.[NH2:2][C:3]1[C:4]([CH3:28])=[C:5]2[C:10]([NH:11][C:12]3[CH:17]=[CH:16][C:15]([O:18][C:19]4[CH:24]=[CH:23][CH:22]=[CH:21][CH:20]=4)=[CH:14][CH:13]=3)=[C:9]([C:25]#[N:26])[CH:8]=[N:7][N:6]2[CH:27]=1.Cl[C:30]1[S:31][C:32]2[CH:38]=[CH:37][CH:36]=[CH:35][C:33]=2[N:34]=1. Product: [S:31]1[C:32]2[CH:38]=[CH:37][CH:36]=[CH:35][C:33]=2[N:34]=[C:30]1[NH:2][C:3]1[C:4]([CH3:28])=[C:5]2[C:10]([NH:11][C:12]3[CH:13]=[CH:14][C:15]([O:18][C:19]4[CH:24]=[CH:23][CH:22]=[CH:21][CH:20]=4)=[CH:16][CH:17]=3)=[C:9]([C:25]#[N:26])[CH:8]=[N:7][N:6]2[CH:27]=1. The catalyst class is: 3. (2) Reactant: [NH:1]1[CH:5]=[CH:4][N:3]=[C:2]1[CH2:6][N:7]([CH2:15][C:16]1[CH:23]=[CH:22][C:19]([CH:20]=[O:21])=[CH:18][CH:17]=1)[CH2:8][C:9]1[N:10]([CH3:14])[CH:11]=[CH:12][N:13]=1.C(N(C(C)C)CC)(C)C.[C:33](Cl)([C:46]1[CH:51]=[CH:50][CH:49]=[CH:48][CH:47]=1)([C:40]1[CH:45]=[CH:44][CH:43]=[CH:42][CH:41]=1)[C:34]1[CH:39]=[CH:38][CH:37]=[CH:36][CH:35]=1.CO. Product: [CH3:14][N:10]1[CH:11]=[CH:12][N:13]=[C:9]1[CH2:8][N:7]([CH2:15][C:16]1[CH:17]=[CH:18][C:19]([CH:20]=[O:21])=[CH:22][CH:23]=1)[CH2:6][C:2]1[N:3]([C:33]([C:34]2[CH:39]=[CH:38][CH:37]=[CH:36][CH:35]=2)([C:46]2[CH:47]=[CH:48][CH:49]=[CH:50][CH:51]=2)[C:40]2[CH:41]=[CH:42][CH:43]=[CH:44][CH:45]=2)[CH:4]=[CH:5][N:1]=1. The catalyst class is: 4. (3) Reactant: [O:1]=[C:2]1[NH:7][CH:6]=[N:5][C:4]2[N:8]([CH:11]3[CH2:16][CH2:15][N:14]([C:17]([O:19][C:20]([CH3:23])([CH3:22])[CH3:21])=[O:18])[CH2:13][CH2:12]3)[CH:9]=[CH:10][C:3]1=2.[F:24][C:25]1[CH:30]=[CH:29][C:28]([C:31]([N:33]2[CH2:40][CH2:39][C:36]3([O:38][CH2:37]3)[CH2:35][CH2:34]2)=[O:32])=[CH:27][CH:26]=1.C(=O)([O-])[O-].[Cs+].[Cs+]. Product: [F:24][C:25]1[CH:30]=[CH:29][C:28]([C:31]([N:33]2[CH2:34][CH2:35][C:36]([CH2:37][N:7]3[C:2](=[O:1])[C:3]4[CH:10]=[CH:9][N:8]([CH:11]5[CH2:12][CH2:13][N:14]([C:17]([O:19][C:20]([CH3:23])([CH3:22])[CH3:21])=[O:18])[CH2:15][CH2:16]5)[C:4]=4[N:5]=[CH:6]3)([OH:38])[CH2:39][CH2:40]2)=[O:32])=[CH:27][CH:26]=1. The catalyst class is: 3. (4) Reactant: [Br:1][C:2]1[CH:7]=[CH:6][N:5]=[C:4]([CH:8]([NH:10][C:11](=O)[CH3:12])[CH3:9])[CH:3]=1.P(Cl)(Cl)(Cl)=O.C(=O)([O-])[O-].[K+].[K+]. Product: [Br:1][C:2]1[CH:7]=[CH:6][N:5]2[C:11]([CH3:12])=[N:10][C:8]([CH3:9])=[C:4]2[CH:3]=1. The catalyst class is: 48. (5) Reactant: C(N(C(C)C)CC)(C)C.[CH2:10]([O:17][C:18]([NH:20][C@@H:21]([CH2:25][CH2:26][CH2:27][CH2:28][NH:29][C:30](=[O:33])[CH:31]=[CH2:32])[C:22]([OH:24])=O)=[O:19])[C:11]1[CH:16]=[CH:15][CH:14]=[CH:13][CH:12]=1.CN(C(ON1N=NC2C=CC=NC1=2)=[N+](C)C)C.F[P-](F)(F)(F)(F)F.C1C=CC2N(O)N=NC=2C=1.[Cl:68][C:69]1[CH:74]=[CH:73][CH:72]=[CH:71][C:70]=1[N:75]1[CH2:80][CH2:79][NH:78][CH2:77][CH2:76]1. Product: [Cl:68][C:69]1[CH:74]=[CH:73][CH:72]=[CH:71][C:70]=1[N:75]1[CH2:80][CH2:79][N:78]([C:22](=[O:24])[C@@H:21]([NH:20][C:18](=[O:19])[O:17][CH2:10][C:11]2[CH:12]=[CH:13][CH:14]=[CH:15][CH:16]=2)[CH2:25][CH2:26][CH2:27][CH2:28][NH:29][C:30](=[O:33])[CH:31]=[CH2:32])[CH2:77][CH2:76]1. The catalyst class is: 3. (6) The catalyst class is: 120. Product: [CH3:1][C:2]1[CH:7]=[C:6]([N:8]2[CH2:12][CH2:11][CH:10]([CH2:13][N:14]3[CH2:18][CH2:17][CH2:16][CH:15]3[CH3:19])[CH2:9]2)[CH:5]=[CH:4][C:3]=1[NH:20][C:31]([C:29]1[CH:28]=[CH:27][C:25]2[N:26]([CH2:36][CH3:37])[CH:22]=[N:23][C:24]=2[CH:30]=1)=[O:33]. Reactant: [CH3:1][C:2]1[CH:7]=[C:6]([N:8]2[CH2:12][CH2:11][CH:10]([CH2:13][N:14]3[CH2:18][CH2:17][CH2:16][CH:15]3[CH3:19])[CH2:9]2)[CH:5]=[CH:4][C:3]=1[NH2:20].C[C:22]1[NH:26][C:25]2[CH:27]=[CH:28][C:29]([C:31]([OH:33])=O)=[CH:30][C:24]=2[N:23]=1.CN1CCO[CH2:37][CH2:36]1.ON1C2C=CC=CC=2N=N1.CN(C)CCCN=C=NCC. (7) Reactant: Cl[C:2]1[C:11]2[C:6](=[CH:7][CH:8]=[CH:9][CH:10]=2)[N:5]=[C:4]2[N:12]([C:16]3[CH:21]=[CH:20][CH:19]=[CH:18][N:17]=3)[N:13]=[C:14]([CH3:15])[C:3]=12.[CH2:22]([Mg]Br)[CH3:23].C(OCC)C.O. Product: [CH2:22]([C:2]1[C:11]2[C:6](=[CH:7][CH:8]=[CH:9][CH:10]=2)[N:5]=[C:4]2[N:12]([C:16]3[CH:21]=[CH:20][CH:19]=[CH:18][N:17]=3)[N:13]=[C:14]([CH3:15])[C:3]=12)[CH3:23]. The catalyst class is: 7. (8) Reactant: [CH2:1]([O:4][C:5](=[O:16])[C:6]([C:9]1[CH:14]=[CH:13][CH:12]=[C:11]([Br:15])[CH:10]=1)=[N+]=[N-])[CH:2]=[CH2:3]. Product: [Br:15][C:11]1[CH:10]=[C:9]([C:6]23[CH2:3][CH:2]2[CH2:1][O:4][C:5]3=[O:16])[CH:14]=[CH:13][CH:12]=1. The catalyst class is: 644. (9) Reactant: O(Cl)[Cl:2].[P+5].[CH:5]1([C:10]2[NH:15][C:14](=O)[CH:13]=[C:12]([CH2:17][CH3:18])[N:11]=2)[CH2:9][CH2:8][CH2:7][CH2:6]1. Product: [Cl:2][C:14]1[CH:13]=[C:12]([CH2:17][CH3:18])[N:11]=[C:10]([CH:5]2[CH2:9][CH2:8][CH2:7][CH2:6]2)[N:15]=1. The catalyst class is: 74.